From a dataset of Retrosynthesis with 50K atom-mapped reactions and 10 reaction types from USPTO. Predict the reactants needed to synthesize the given product. (1) Given the product COc1cc(C)c2nc(-c3nc(C(C)C)cs3)cc(O)c2c1, predict the reactants needed to synthesize it. The reactants are: COc1ccc(COc2cc(-c3nc(C(C)C)cs3)nc3c(C)cc(OC)cc23)cc1. (2) Given the product CCOC(=O)C(C)(Cc1ccc(OCCC2CN(Cc3cccc(OC)c3)C(=O)N2C)cc1)Oc1ccccc1, predict the reactants needed to synthesize it. The reactants are: CCOC(=O)C(C)(Cc1ccc(OCCC2CNC(=O)N2C)cc1)Oc1ccccc1.COc1cccc(CBr)c1. (3) Given the product CS(=O)(=O)c1nn(Cc2nc3cc(Cl)cc(F)c3n2CCC(F)(F)F)c2cnccc12, predict the reactants needed to synthesize it. The reactants are: CS(=O)(=O)c1n[nH]c2cnccc12.Fc1cc(Cl)cc2nc(CCl)n(CCC(F)(F)F)c12. (4) Given the product CC(C)(C)OC(=O)Nc1ncc(-c2ccc3cncnc3c2)s1, predict the reactants needed to synthesize it. The reactants are: Brc1ccc2cncnc2c1.CCCC[Sn](CCCC)(CCCC)c1cnc(NC(=O)OC(C)(C)C)s1. (5) Given the product FC(F)(F)c1nnc2ccc(N3CCN(c4ccccc4Cl)CC3)nn12, predict the reactants needed to synthesize it. The reactants are: Clc1ccccc1N1CCNCC1.FC(F)(F)c1nnc2ccc(Cl)nn12. (6) Given the product Cc1cc(F)cc(Cc2c(C#N)cc(O)c(O)c2C#N)c1, predict the reactants needed to synthesize it. The reactants are: COc1cc(C#N)c(Cc2cc(C)cc(F)c2)c(C#N)c1O. (7) Given the product CN1CCN(C(=O)OC2c3ccccc3C(=O)N2c2ccc3ncccc3n2)CC1, predict the reactants needed to synthesize it. The reactants are: CN1CCN(C(=O)Cl)CC1.O=C1c2ccccc2C(O)N1c1ccc2ncccc2n1.